Dataset: Reaction yield outcomes from USPTO patents with 853,638 reactions. Task: Predict the reaction yield, written as a fraction of the theoretical maximum amount of product (1.0 means a 100% yield; for example, 0.34 means a 34% yield). (1) The reactants are [Cl:1][C:2]1[CH:19]=[C:18]([CH2:20][CH2:21][OH:22])[CH:17]=[C:16]([Cl:23])[C:3]=1[O:4][C:5]1[CH:6]=[C:7]([CH:13]([CH3:15])[CH3:14])[C:8](=[O:12])[N:9]([CH3:11])[N:10]=1.CC(C)=[O:26].OS(O)(=O)=O.O=[Cr](=O)=O. The catalyst is CC(C)=O. The product is [Cl:1][C:2]1[CH:19]=[C:18]([CH2:20][C:21]([OH:26])=[O:22])[CH:17]=[C:16]([Cl:23])[C:3]=1[O:4][C:5]1[CH:6]=[C:7]([CH:13]([CH3:15])[CH3:14])[C:8](=[O:12])[N:9]([CH3:11])[N:10]=1. The yield is 0.190. (2) The reactants are N.[C:2]1([C:8](O)([CH3:10])[CH3:9])[CH:7]=[CH:6][CH:5]=[CH:4][CH:3]=1.[H][H]. The catalyst is [Pd].C1(C)C=CC=CC=1. The product is [C:2]1([CH:8]([CH3:10])[CH3:9])[CH:7]=[CH:6][CH:5]=[CH:4][CH:3]=1. The yield is 0.912. (3) The reactants are ClC1N=C(C(OCC)=O)C([N+]([O-])=O)=[C:4]([NH:16][C:17]2[CH:22]=[CH:21][CH:20]=[CH:19][C:18]=2[O:23][CH3:24])N=1.Cl[C:26]1[N:31]=[C:30]([C:32]([O:34]CC)=O)[C:29]([N+:37]([O-])=O)=[C:28](Cl)[N:27]=1.C[O:42][C:43]1[CH:49]=[CH:48][CH:47]=[CH:46][C:44]=1N.C([N:53](C(C)C)CC)(C)C. The catalyst is O1CCCC1. The product is [OH:42][C:43]1[CH:44]=[C:46]([C:26]2[N:27]=[C:28]3[C:29]([N:37]=[CH:4][N:16]3[C:17]3[CH:22]=[CH:21][CH:20]=[CH:19][C:18]=3[O:23][CH3:24])=[C:30]([C:32]([NH2:53])=[O:34])[N:31]=2)[CH:47]=[CH:48][CH:49]=1. The yield is 0.910. (4) The reactants are [C:1]1([C:7]2[CH:8]=[C:9]([C:16]3[O:20][N:19]=[C:18]([C:21]4[CH:22]=[C:23]([CH2:26]O)[O:24][CH:25]=4)[N:17]=3)[S:10][C:11]=2[C:12]([F:15])([F:14])[F:13])[CH:6]=[CH:5][CH:4]=[CH:3][CH:2]=1.C(Br)(Br)(Br)Br.C1(P(C2C=CC=CC=2)C2C=CC=CC=2)C=CC=CC=1.Cl.[NH:53]1[CH2:56][CH:55]([C:57]([O:59][CH2:60][CH3:61])=[O:58])[CH2:54]1.C(N(CC)C(C)C)(C)C.C(=O)([O-])O.[Na+]. The catalyst is ClCCl.O. The yield is 0.840. The product is [C:1]1([C:7]2[CH:8]=[C:9]([C:16]3[O:20][N:19]=[C:18]([C:21]4[CH:22]=[C:23]([CH2:26][N:53]5[CH2:56][CH:55]([C:57]([O:59][CH2:60][CH3:61])=[O:58])[CH2:54]5)[O:24][CH:25]=4)[N:17]=3)[S:10][C:11]=2[C:12]([F:15])([F:14])[F:13])[CH:6]=[CH:5][CH:4]=[CH:3][CH:2]=1.